This data is from Catalyst prediction with 721,799 reactions and 888 catalyst types from USPTO. The task is: Predict which catalyst facilitates the given reaction. (1) Reactant: C(OC([N:8]1[CH2:13][CH2:12][CH:11]([CH:14]2[O:27][CH2:26][C:25]3[C:24]4[C:19](=[CH:20][CH:21]=[CH:22][CH:23]=4)[C:18](=[O:28])[NH:17][C:16]=3[CH2:15]2)[CH2:10][CH2:9]1)=O)(C)(C)C.[C:29]([Cl:32])(=O)C. Product: [ClH:32].[CH3:29][C:23]1[CH:22]=[CH:21][CH:20]=[C:19]2[C:24]=1[C:25]1[CH2:26][O:27][CH:14]([CH:11]3[CH2:12][CH2:13][NH:8][CH2:9][CH2:10]3)[CH2:15][C:16]=1[NH:17][C:18]2=[O:28]. The catalyst class is: 5. (2) Reactant: [CH2:1]([O:3][C:4](=[O:12])[C:5]1[CH:10]=[CH:9][CH:8]=[C:7]([NH2:11])[CH:6]=1)[CH3:2].N1C=CC=CC=1.[CH2:19]([S:22](Cl)(=[O:24])=[O:23])[CH2:20][CH3:21].O. Product: [CH2:1]([O:3][C:4](=[O:12])[C:5]1[CH:10]=[CH:9][CH:8]=[C:7]([NH:11][S:22]([CH2:19][CH2:20][CH3:21])(=[O:24])=[O:23])[CH:6]=1)[CH3:2]. The catalyst class is: 2. (3) Reactant: [C:1]([N:4]1[CH2:9][CH2:8][NH:7][CH2:6][CH2:5]1)(=[O:3])[CH3:2].C(=O)([O-])[O-].[K+].[K+].Br[CH2:17][CH2:18][CH2:19][OH:20]. Product: [C:1]([N:4]1[CH2:9][CH2:8][N:7]([CH2:17][CH2:18][CH2:19][OH:20])[CH2:6][CH2:5]1)(=[O:3])[CH3:2]. The catalyst class is: 10. (4) Reactant: [NH:1]([C:3]1[N:4]=[C:5]2[CH:19]=[C:18]([CH3:20])[CH:17]=[N:16][C:6]2=[N:7][C:8]=1[N:9]1[CH2:14][CH2:13][N:12]([CH3:15])[CH2:11][CH2:10]1)[NH2:2].[CH:21](OC)(OC)OC. Product: [CH3:20][C:18]1[CH:17]=[N:16][C:6]2[N:7]=[C:8]([N:9]3[CH2:10][CH2:11][N:12]([CH3:15])[CH2:13][CH2:14]3)[C:3]3[N:4]([CH:21]=[N:2][N:1]=3)[C:5]=2[CH:19]=1. The catalyst class is: 28. (5) Reactant: [CH2:1]1[C:9]2[C:4](=[CH:5][CH:6]=[CH:7][CH:8]=2)[CH2:3][CH:2]1[C@H:10]1[NH:15][C:14](=[O:16])[C@@H:13]([CH:17]([CH2:20][CH3:21])[CH2:18][CH3:19])[N:12]([CH2:22]C2C=CC=CC=2C(O)=O)[C:11]1=[O:32].C([N:35]([CH2:38][CH3:39])[CH2:36]C)C.F[B-](F)(F)F.N1(OC(N(C)C)=[N+](C)C)[C:49]2[CH:50]=C[CH:52]=[CH:53][C:48]=2N=N1.CN.[O:64]1CCCC1. Product: [CH2:1]1[C:5]2[C:4](=[CH:9][CH:8]=[CH:7][CH:6]=2)[CH2:3][CH:2]1[C@H:10]1[NH:15][C:14](=[O:16])[C@@H:13]([CH:17]([CH2:18][CH3:19])[CH2:20][CH3:21])[N:12]([CH2:22][C:52]2[CH:53]=[CH:48][CH:49]=[CH:50][C:39]=2[C:38]([NH:35][CH3:36])=[O:64])[C:11]1=[O:32]. The catalyst class is: 4. (6) Reactant: [C:1]1([C:7]2[CH:12]=[CH:11][C:10](/[CH:13]=[CH:14]/[C:15]([O-])=[O:16])=[CH:9][CH:8]=2)[CH:6]=[CH:5][CH:4]=[CH:3][CH:2]=1.[H-].C([Al+]CC(C)C)C(C)C. Product: [C:1]1([C:7]2[CH:12]=[CH:11][C:10](/[CH:13]=[CH:14]/[CH2:15][OH:16])=[CH:9][CH:8]=2)[CH:6]=[CH:5][CH:4]=[CH:3][CH:2]=1. The catalyst class is: 11. (7) Reactant: [OH:1][C:2]1[C:9]([OH:10])=[C:8]([OH:11])[CH:7]=[CH:6][C:3]=1[CH:4]=O.CC1(C)O[C:18](=[O:19])[CH2:17][C:15](=[O:16])[O:14]1. Product: [OH:11][C:8]1[C:9]([OH:10])=[C:2]2[C:3]([CH:4]=[C:17]([C:15]([OH:16])=[O:14])[C:18](=[O:19])[O:1]2)=[CH:6][CH:7]=1. The catalyst class is: 6. (8) Reactant: [N:1]1[CH:6]=[CH:5][CH:4]=[C:3]([CH2:7][O:8][C:9]2[CH:14]=[CH:13][C:12]([S:15]([NH2:18])(=[O:17])=[O:16])=[CH:11][CH:10]=2)[CH:2]=1.[Cl:19][C:20]1[CH:25]=[CH:24][C:23]([S:26]([N:29]2[CH2:34][CH2:33][S:32][CH2:31][CH2:30]2)(=[O:28])=[O:27])=[CH:22][CH:21]=1.[OH-].[Na+].ClN1C(=O)CCC1=O. Product: [Cl:19][C:20]1[CH:21]=[CH:22][C:23]([S:26]([N:29]2[CH2:30][CH2:31][S:32](=[N:18][S:15]([C:12]3[CH:11]=[CH:10][C:9]([O:8][CH2:7][C:3]4[CH:2]=[N:1][CH:6]=[CH:5][CH:4]=4)=[CH:14][CH:13]=3)(=[O:16])=[O:17])[CH2:33][CH2:34]2)(=[O:28])=[O:27])=[CH:24][CH:25]=1. The catalyst class is: 496. (9) Reactant: [NH2:1][C@H:2]([CH2:13][OH:14])[C:3]([NH:5][CH2:6][C:7]1[CH:12]=[CH:11][CH:10]=[CH:9][CH:8]=1)=[O:4].C(N(CC)CC)C.[C:22](Cl)(=[O:26])[O:23][CH2:24][CH3:25]. Product: [CH2:6]([NH:5][C:3](=[O:4])[C@H:2]([NH:1][C:22]([O:23][CH2:24][CH3:25])=[O:26])[CH2:13][OH:14])[C:7]1[CH:12]=[CH:11][CH:10]=[CH:9][CH:8]=1. The catalyst class is: 7. (10) Reactant: [Cl:1][C:2]1[CH:3]=[CH:4][N:5]2[C:10]=1[C:9](=[O:11])[O:8][C:7]([CH2:12][N:13]1[CH:21]=[N:20][C:19]3[C:14]1=[N:15][CH:16]=[N:17][C:18]=3[N:22](C(OC(C)(C)C)=O)[C:23]([O:25][C:26]([CH3:29])([CH3:28])[CH3:27])=[O:24])=[N:6]2.[CH2:37]([NH2:44])[C:38]1[CH:43]=[CH:42][CH:41]=[CH:40][CH:39]=1. Product: [CH2:37]([NH:44][C:9]([C:10]1[N:5]([NH:6][C:7](=[O:8])[CH2:12][N:13]2[CH:21]=[N:20][C:19]3[C:14]2=[N:15][CH:16]=[N:17][C:18]=3[NH:22][C:23](=[O:24])[O:25][C:26]([CH3:29])([CH3:28])[CH3:27])[CH:4]=[CH:3][C:2]=1[Cl:1])=[O:11])[C:38]1[CH:43]=[CH:42][CH:41]=[CH:40][CH:39]=1. The catalyst class is: 12.